Dataset: Full USPTO retrosynthesis dataset with 1.9M reactions from patents (1976-2016). Task: Predict the reactants needed to synthesize the given product. (1) Given the product [F:25][C:26]1[CH:27]=[CH:28][C:29]([C:32]([C:34]2[N:1]([C@H:4]3[CH2:24][N:8]4[C:9]5[C:14]([C:15]([CH2:16][C:17]([OH:19])=[O:18])=[C:7]4[CH2:6][CH2:5]3)=[CH:13][CH:12]=[CH:11][CH:10]=5)[N:2]=[N:3][CH:35]=2)([OH:36])[CH3:33])=[CH:30][CH:31]=1, predict the reactants needed to synthesize it. The reactants are: [N:1]([CH:4]1[CH2:24][N:8]2[C:9]3[C:14]([C:15]([CH2:16][C:17]([O:19]CCC)=[O:18])=[C:7]2[CH2:6][CH2:5]1)=[CH:13][CH:12]=[CH:11][C:10]=3F)=[N+:2]=[N-:3].[F:25][C:26]1[CH:31]=[CH:30][C:29]([C:32]([OH:36])([C:34]#[CH:35])[CH3:33])=[CH:28][CH:27]=1. (2) Given the product [CH2:32]([O:31][C:29](=[O:30])[NH:15][C:13]1[S:14][C:10]2[CH2:9][C@@H:8]([NH:7][C:6]([O:5][C:1]([CH3:4])([CH3:2])[CH3:3])=[O:18])[CH2:17][CH2:16][C:11]=2[N:12]=1)[C:33]1[CH:38]=[CH:37][CH:36]=[CH:35][CH:34]=1, predict the reactants needed to synthesize it. The reactants are: [C:1]([O:5][C:6](=[O:18])[NH:7][C@H:8]1[CH2:17][CH2:16][C:11]2[N:12]=[C:13]([NH2:15])[S:14][C:10]=2[CH2:9]1)([CH3:4])([CH3:3])[CH3:2].CCN(C(C)C)C(C)C.Cl[C:29]([O:31][CH2:32][C:33]1[CH:38]=[CH:37][CH:36]=[CH:35][CH:34]=1)=[O:30].ClC([O-])=O. (3) Given the product [Cl:1][C:2]1[CH:3]=[C:4]([CH:9]=[C:10]([O:13][CH:15]2[CH2:19][CH2:18][CH2:17][CH2:16]2)[C:11]=1[O:12][CH:15]1[CH2:19][CH2:18][CH2:17][CH2:16]1)[C:5]([O:7][CH3:8])=[O:6], predict the reactants needed to synthesize it. The reactants are: [Cl:1][C:2]1[CH:3]=[C:4]([CH:9]=[C:10]([OH:13])[C:11]=1[OH:12])[C:5]([O:7][CH3:8])=[O:6].I[CH:15]1[CH2:19][CH2:18][CH2:17][CH2:16]1.C(=O)([O-])[O-].[K+].[K+]. (4) Given the product [F:1][C:2]1[CH:3]=[CH:4][C:5]([S:8]([N:11]2[C:20]3[C:15](=[CH:16][C:17]([C:21]([OH:30])([C:22]([F:23])([F:24])[F:25])[C:26]([F:27])([F:29])[F:28])=[CH:18][CH:19]=3)[CH2:14][CH2:13][C@H:12]2[CH2:31][C:32]2[O:36][C:35]([CH2:37][C:38]([OH:40])=[O:39])=[N:34][N:33]=2)(=[O:9])=[O:10])=[CH:6][CH:7]=1, predict the reactants needed to synthesize it. The reactants are: [F:1][C:2]1[CH:7]=[CH:6][C:5]([S:8]([N:11]2[C:20]3[C:15](=[CH:16][C:17]([C:21]([OH:30])([C:26]([F:29])([F:28])[F:27])[C:22]([F:25])([F:24])[F:23])=[CH:18][CH:19]=3)[CH2:14][CH2:13][C@H:12]2[CH2:31][C:32]2[O:36][C:35]([CH2:37][C:38]([O:40]CC3C=CC=CC=3)=[O:39])=[N:34][N:33]=2)(=[O:10])=[O:9])=[CH:4][CH:3]=1.OCC1(OC[C@@H](O)[C@@H](O)[C@H]1O)O. (5) Given the product [CH2:1]([C:5]1[CH:6]=[CH:7][C:8]([CH:11]([CH3:15])[C:12]([NH:28][C:19]2[S:20][C:21]([CH2:22][CH2:23][O:24][N+:25]([O-:27])=[O:26])=[C:17]([CH3:16])[N:18]=2)=[O:14])=[CH:9][CH:10]=1)[CH:2]([CH3:3])[CH3:4], predict the reactants needed to synthesize it. The reactants are: [CH2:1]([C:5]1[CH:10]=[CH:9][C:8]([CH:11]([CH3:15])[C:12]([OH:14])=O)=[CH:7][CH:6]=1)[CH:2]([CH3:4])[CH3:3].[CH3:16][C:17]1[N:18]=[C:19]([NH2:28])[S:20][C:21]=1[CH2:22][CH2:23][O:24][N+:25]([O-:27])=[O:26]. (6) Given the product [C:1]([O:4][C:5]1[CH:6]=[C:7](/[CH:8]=[CH:34]/[C:33]2[CH:32]=[CH:31][C:30]([O:29][C:26](=[O:28])[CH3:27])=[CH:37][CH:36]=2)[CH:11]=[C:12]([O:18][C:19](=[O:21])[CH3:20])[C:13]=1[O:14][C:15](=[O:17])[CH3:16])(=[O:3])[CH3:2], predict the reactants needed to synthesize it. The reactants are: [C:1]([O:4][C:5]1[CH:6]=[C:7]([CH:11]=[C:12]([O:18][C:19](=[O:21])[CH3:20])[C:13]=1[O:14][C:15](=[O:17])[CH3:16])[C:8](O)=O)(=[O:3])[CH3:2].S(Cl)(Cl)=O.[C:26]([O:29][C:30]1[CH:37]=[CH:36][C:33]([CH:34]=C)=[CH:32][CH:31]=1)(=[O:28])[CH3:27].C(N1CCOCC1)C. (7) Given the product [Br:1][C:2]1[S:3][C:4]([C:12]([C:14]2[CH:22]=[C:21]3[C:17]([C:18]([F:49])=[C:19]([C:38]4[CH:39]=[CH:40][CH:41]=[CH:42][CH:43]=4)[N:20]3[CH2:23][CH2:24][CH2:25][CH2:26][N:27]3[C:35](=[O:36])[C:34]4[C:29](=[CH:30][CH:31]=[CH:32][CH:33]=4)[C:28]3=[O:37])=[CH:16][CH:15]=2)=[O:13])=[CH:5][C:6]=1[CH2:7][C:8]([O:10][CH3:11])=[O:9], predict the reactants needed to synthesize it. The reactants are: [Br:1][C:2]1[S:3][C:4]([C:12]([C:14]2[CH:22]=[C:21]3[C:17]([CH:18]=[C:19]([C:38]4[CH:43]=[CH:42][CH:41]=[CH:40][CH:39]=4)[N:20]3[CH2:23][CH2:24][CH2:25][CH2:26][N:27]3[C:35](=[O:36])[C:34]4[C:29](=[CH:30][CH:31]=[CH:32][CH:33]=4)[C:28]3=[O:37])=[CH:16][CH:15]=2)=[O:13])=[CH:5][C:6]=1[CH2:7][C:8]([O:10][CH3:11])=[O:9].[O-]S(C(F)(F)[F:49])(=O)=O.F[N+]1C=CC=CC=1. (8) Given the product [CH3:17][O:18][C:19]1[CH:24]=[C:23]([CH3:31])[CH:22]=[CH:21][C:20]=1[S:26]([NH:14][CH:3]([CH2:4][C:5]1[C:13]2[C:8](=[CH:9][CH:10]=[CH:11][CH:12]=2)[NH:7][CH:6]=1)[C:2]([F:1])([F:15])[F:16])(=[O:27])=[O:28], predict the reactants needed to synthesize it. The reactants are: [F:1][C:2]([F:16])([F:15])[CH:3]([NH2:14])[CH2:4][C:5]1[C:13]2[C:8](=[CH:9][CH:10]=[CH:11][CH:12]=2)[NH:7][CH:6]=1.[CH3:17][O:18][C:19]1[CH:24]=[CH:23][C:22](C)=[CH:21][C:20]=1[S:26](Cl)(=[O:28])=[O:27].N1C=CC=C[CH:31]=1. (9) The reactants are: [C:1]([C:3]1[CH:8]=[CH:7][C:6]([NH:9][C@@H:10]2[CH2:15][CH2:14][CH2:13][CH2:12][C@@H:11]2[NH:16]C(=O)OC(C)(C)C)=[CH:5][C:4]=1[NH:24][C:25]1[CH:26]=[N:27][N:28]([CH3:30])[CH:29]=1)#[N:2].C([O-])([O-])=[O:32].[K+].[K+].OO.O. Given the product [NH2:16][C@H:11]1[CH2:12][CH2:13][CH2:14][CH2:15][C@H:10]1[NH:9][C:6]1[CH:7]=[CH:8][C:3]([C:1]([NH2:2])=[O:32])=[C:4]([NH:24][C:25]2[CH:26]=[N:27][N:28]([CH3:30])[CH:29]=2)[CH:5]=1, predict the reactants needed to synthesize it.